Dataset: Catalyst prediction with 721,799 reactions and 888 catalyst types from USPTO. Task: Predict which catalyst facilitates the given reaction. Reactant: [C:1](=O)([O-])[O-].[Cs+].[Cs+].CB(O)O.ClCCl.[CH:14]([O:17][C:18]([N:20]1[CH2:26][CH2:25][CH2:24][C:23](=[O:27])[C:22]2[CH:28]=[CH:29][C:30](Br)=[C:31]([CH3:32])[C:21]1=2)=[O:19])([CH3:16])[CH3:15]. Product: [CH:14]([O:17][C:18]([N:20]1[CH2:26][CH2:25][CH2:24][C:23](=[O:27])[C:22]2[CH:28]=[CH:29][C:30]([CH3:1])=[C:31]([CH3:32])[C:21]1=2)=[O:19])([CH3:16])[CH3:15]. The catalyst class is: 12.